This data is from Reaction yield outcomes from USPTO patents with 853,638 reactions. The task is: Predict the reaction yield, written as a fraction of the theoretical maximum amount of product (1.0 means a 100% yield; for example, 0.34 means a 34% yield). (1) The reactants are [CH2:1]([N:3]1[CH2:8][CH2:7][N:6]2[N:9]=[C:10]([N+:12]([O-])=O)[CH:11]=[C:5]2[CH2:4]1)[CH3:2]. The catalyst is [Pd].C(O)C. The product is [CH2:1]([N:3]1[CH2:8][CH2:7][N:6]2[N:9]=[C:10]([NH2:12])[CH:11]=[C:5]2[CH2:4]1)[CH3:2]. The yield is 0.710. (2) The reactants are Br[C:2]1[N:10]([CH2:11][C:12]2[CH:17]=[CH:16][C:15]([Cl:18])=[CH:14][CH:13]=2)[C:9]2[C:8](=[O:19])[N:7]([CH2:20][CH2:21][CH2:22][O:23][Si:24]([C:27]([CH3:30])([CH3:29])[CH3:28])([CH3:26])[CH3:25])[C:6](=[O:31])[N:5]([CH3:32])[C:4]=2[N:3]=1.[CH2:33]([NH2:36])[CH2:34][CH3:35]. The catalyst is C(O)C.O. The product is [Si:24]([O:23][CH2:22][CH2:21][CH2:20][N:7]1[C:8](=[O:19])[C:9]2[N:10]([CH2:11][C:12]3[CH:13]=[CH:14][C:15]([Cl:18])=[CH:16][CH:17]=3)[C:2]([NH:36][CH2:33][CH2:34][CH3:35])=[N:3][C:4]=2[N:5]([CH3:32])[C:6]1=[O:31])([C:27]([CH3:29])([CH3:28])[CH3:30])([CH3:25])[CH3:26]. The yield is 0.630. (3) The reactants are [CH3:1][C:2]1[C:3]([CH:8]2[CH2:13][CH2:12][CH2:11][CH:10]([C:14]3[C:19]([CH3:20])=[CH:18][CH:17]=[CH:16][N:15]=3)[NH:9]2)=[N:4][CH:5]=[CH:6][CH:7]=1.[CH3:21][O:22][C:23](=[O:34])[C:24]1[CH:29]=[C:28]([C:30]#[N:31])[CH:27]=[CH:26][C:25]=1[CH2:32]Br.CCN(C(C)C)C(C)C. The catalyst is CN(C=O)C. The product is [CH3:21][O:22][C:23](=[O:34])[C:24]1[CH:29]=[C:28]([C:30]#[N:31])[CH:27]=[CH:26][C:25]=1[CH2:32][N:9]1[CH:8]([C:3]2[C:2]([CH3:1])=[CH:7][CH:6]=[CH:5][N:4]=2)[CH2:13][CH2:12][CH2:11][CH:10]1[C:14]1[C:19]([CH3:20])=[CH:18][CH:17]=[CH:16][N:15]=1. The yield is 0.960. (4) The reactants are [CH3:1][C:2](O)([CH2:4][CH2:5][CH2:6][C:7]1[CH:12]=[CH:11][C:10]([CH3:13])=[CH:9][CH:8]=1)[CH3:3].S(=O)(=O)(O)O. The product is [CH3:1][C:2]1([CH3:3])[C:12]2[C:7](=[CH:8][CH:9]=[C:10]([CH3:13])[CH:11]=2)[CH2:6][CH2:5][CH2:4]1. The catalyst is C(OCC)C. The yield is 1.00.